This data is from Forward reaction prediction with 1.9M reactions from USPTO patents (1976-2016). The task is: Predict the product of the given reaction. (1) Given the reactants [F:1][C:2]1[CH:3]=[CH:4][C:5]([C:8]2[C:12](/[CH:13]=[CH:14]/[C:15]3[S:16][C:17]([C:20]([OH:22])=O)=[CH:18][N:19]=3)=[C:11]([CH3:23])[O:10][N:9]=2)=[N:6][CH:7]=1.[CH3:24][NH2:25], predict the reaction product. The product is: [CH3:24][NH:25][C:20]([C:17]1[S:16][C:15](/[CH:14]=[CH:13]/[C:12]2[C:8]([C:5]3[CH:4]=[CH:3][C:2]([F:1])=[CH:7][N:6]=3)=[N:9][O:10][C:11]=2[CH3:23])=[N:19][CH:18]=1)=[O:22]. (2) Given the reactants [NH2:1][C:2]1[N:10]=[C:9]([O:11][CH2:12][CH2:13][O:14][CH3:15])[N:8]=[C:7]2[C:3]=1[N:4]=[C:5]([Br:27])[N:6]2[CH2:16][C:17]1[CH:18]=[C:19]([CH:24]=[CH:25][CH:26]=1)[C:20](OC)=[O:21].CC(C[AlH]CC(C)C)C, predict the reaction product. The product is: [NH2:1][C:2]1[N:10]=[C:9]([O:11][CH2:12][CH2:13][O:14][CH3:15])[N:8]=[C:7]2[C:3]=1[N:4]=[C:5]([Br:27])[N:6]2[CH2:16][C:17]1[CH:18]=[C:19]([CH2:20][OH:21])[CH:24]=[CH:25][CH:26]=1.